This data is from Forward reaction prediction with 1.9M reactions from USPTO patents (1976-2016). The task is: Predict the product of the given reaction. Given the reactants [C:1]([C:3]1[CH:21]=[CH:20][C:6]([O:7][CH2:8][CH2:9][CH2:10][CH:11]2[CH2:16][CH2:15][N:14](C([O-])=O)[CH2:13][CH2:12]2)=[CH:5][C:4]=1[F:22])#[N:2].FC(F)(F)C(O)=O, predict the reaction product. The product is: [F:22][C:4]1[CH:5]=[C:6]([O:7][CH2:8][CH2:9][CH2:10][CH:11]2[CH2:16][CH2:15][NH:14][CH2:13][CH2:12]2)[CH:20]=[CH:21][C:3]=1[C:1]#[N:2].